This data is from Forward reaction prediction with 1.9M reactions from USPTO patents (1976-2016). The task is: Predict the product of the given reaction. (1) The product is: [CH2:9]([NH:16][C@H:17]([C:19]1[CH:24]=[CH:23][CH:22]=[CH:21][CH:20]=1)[CH3:18])[C:10]1[CH:15]=[CH:14][CH:13]=[CH:12][CH:11]=1. Given the reactants C(N)C1C=CC=CC=1.[CH2:9]([N:16]=[C:17]([C:19]1[CH:24]=[CH:23][CH:22]=[CH:21][CH:20]=1)[CH3:18])[C:10]1[CH:15]=[CH:14][CH:13]=[CH:12][CH:11]=1, predict the reaction product. (2) Given the reactants C([N:8]1[CH2:12][CH2:11][C:10](=[O:13])[CH2:9]1)C1C=CC=CC=1.[C:22](O[C:22]([O:24][C:25]([CH3:28])([CH3:27])[CH3:26])=[O:23])([O:24][C:25]([CH3:28])([CH3:27])[CH3:26])=[O:23], predict the reaction product. The product is: [C:25]([O:24][C:22]([N:8]1[CH2:12][CH2:11][C:10](=[O:13])[CH2:9]1)=[O:23])([CH3:26])([CH3:27])[CH3:28]. (3) Given the reactants Cl.CC1(C)[O:7][CH:6]([CH2:8][N:9]2[C:21]3[C:20]4[CH:19]=[CH:18][C:17]([C:22]5[CH:23]=[N:24][CH:25]=[CH:26][CH:27]=5)=[CH:16][C:15]=4[N:14]=[C:13]([NH2:28])[C:12]=3[N:11]=[C:10]2[CH2:29][O:30][CH2:31][CH3:32])[CH2:5][O:4]1, predict the reaction product. The product is: [NH2:28][C:13]1[C:12]2[N:11]=[C:10]([CH2:29][O:30][CH2:31][CH3:32])[N:9]([CH2:8][CH:6]([OH:7])[CH2:5][OH:4])[C:21]=2[C:20]2[CH:19]=[CH:18][C:17]([C:22]3[CH:23]=[N:24][CH:25]=[CH:26][CH:27]=3)=[CH:16][C:15]=2[N:14]=1. (4) Given the reactants [C:1]([C@@H:4]1[CH2:9][CH2:8][C@H:7]([NH:10]C(=O)OC(C)(C)C)[CH2:6][CH2:5]1)(=O)[NH2:2].CO[C:20](OC)([N:22](C)C)[CH3:21].[NH2:27]N.CC(O)=O.[ClH:33], predict the reaction product. The product is: [ClH:33].[CH3:21][C:20]1[N:2]=[C:1]([C@@H:4]2[CH2:5][CH2:6][C@H:7]([NH2:10])[CH2:8][CH2:9]2)[NH:27][N:22]=1. (5) Given the reactants [CH2:1]([NH:4][C@@H:5]1[C:13]2[C:8](=[CH:9][CH:10]=[CH:11][CH:12]=2)[CH2:7][CH2:6]1)[C:2]#[CH:3].[OH-].[Na+].CS(C)=O.O, predict the reaction product. The product is: [CH:3]#[C:2][CH2:1][NH:4][C@H:5]1[C:13]2[CH:12]=[CH:11][CH:10]=[CH:9][C:8]=2[CH2:7][CH2:6]1. (6) The product is: [Br:14][CH2:12][C:11]([C:8]1[S:7][C:6]2[CH:5]=[CH:4][CH:3]=[C:2]([Cl:1])[C:10]=2[CH:9]=1)=[O:13]. Given the reactants [Cl:1][C:2]1[C:10]2[CH:9]=[C:8]([C:11](=[O:13])[CH3:12])[S:7][C:6]=2[CH:5]=[CH:4][CH:3]=1.[Br-:14].[Br-].[Br-].C1([N+](C)(C)C)C=CC=CC=1.C1([N+](C)(C)C)C=CC=CC=1.C1([N+](C)(C)C)C=CC=CC=1, predict the reaction product.